This data is from Aqueous solubility values for 9,982 compounds from the AqSolDB database. The task is: Regression/Classification. Given a drug SMILES string, predict its absorption, distribution, metabolism, or excretion properties. Task type varies by dataset: regression for continuous measurements (e.g., permeability, clearance, half-life) or binary classification for categorical outcomes (e.g., BBB penetration, CYP inhibition). For this dataset (solubility_aqsoldb), we predict Y. The compound is Cc1cc(O)ccc1C(C)C. The Y is -2.85 log mol/L.